From a dataset of Full USPTO retrosynthesis dataset with 1.9M reactions from patents (1976-2016). Predict the reactants needed to synthesize the given product. (1) Given the product [CH2:17]([C:19]1[N:29]([CH2:2][C:3]2[CH:16]=[CH:15][C:6]([C:7]([C:9]3[CH:14]=[CH:13][CH:12]=[CH:11][CH:10]=3)=[O:8])=[CH:5][CH:4]=2)[C:22]2=[N:23][C:24]([CH3:28])=[CH:25][C:26]([CH3:27])=[C:21]2[N:20]=1)[CH3:18], predict the reactants needed to synthesize it. The reactants are: Br[CH2:2][C:3]1[CH:16]=[CH:15][C:6]([C:7]([C:9]2[CH:14]=[CH:13][CH:12]=[CH:11][CH:10]=2)=[O:8])=[CH:5][CH:4]=1.[CH2:17]([C:19]1[NH:20][C:21]2[C:22]([N:29]=1)=[N:23][C:24]([CH3:28])=[CH:25][C:26]=2[CH3:27])[CH3:18].O.[OH-].[Li+]. (2) Given the product [Cl:39][C:37]1[CH:36]=[CH:35][C:34]([O:40][CH:41]([F:42])[F:43])=[C:33]([C:18]2[C:19]([NH:21][C:22]([C:24]3[CH:25]=[N:26][N:27]4[CH:32]=[CH:31][CH:30]=[N:29][C:28]=34)=[O:23])=[CH:20][N:16]([CH2:15][C:14]([N:11]3[CH2:10][CH2:9][CH:8]([NH:7][CH2:2][C:3]([O:5][CH3:6])=[O:4])[CH2:13][CH2:12]3)=[O:44])[N:17]=2)[CH:38]=1, predict the reactants needed to synthesize it. The reactants are: Br[CH2:2][C:3]([O:5][CH3:6])=[O:4].[NH2:7][CH:8]1[CH2:13][CH2:12][N:11]([C:14](=[O:44])[CH2:15][N:16]2[CH:20]=[C:19]([NH:21][C:22]([C:24]3[CH:25]=[N:26][N:27]4[CH:32]=[CH:31][CH:30]=[N:29][C:28]=34)=[O:23])[C:18]([C:33]3[CH:38]=[C:37]([Cl:39])[CH:36]=[CH:35][C:34]=3[O:40][CH:41]([F:43])[F:42])=[N:17]2)[CH2:10][CH2:9]1.C(=O)([O-])[O-].[K+].[K+]. (3) Given the product [CH2:3]([N:6]1[C:10]2=[C:11]([N:17]3[CH2:26][CH2:25][C:24]4[C:19](=[CH:20][CH:21]=[CH:22][CH:23]=4)[CH2:18]3)[N:12]=[C:13]([C:15]#[N:16])[CH:14]=[C:9]2[C:8]([CH2:27][OH:28])=[C:7]1[CH3:29])[CH:4]=[CH2:5], predict the reactants needed to synthesize it. The reactants are: [BH4-].[Na+].[CH2:3]([N:6]1[C:10]2=[C:11]([N:17]3[CH2:26][CH2:25][C:24]4[C:19](=[CH:20][CH:21]=[CH:22][CH:23]=4)[CH2:18]3)[N:12]=[C:13]([C:15]#[N:16])[CH:14]=[C:9]2[C:8]([CH:27]=[O:28])=[C:7]1[CH3:29])[CH:4]=[CH2:5].O. (4) Given the product [C:21]([O:20][C:18](=[O:19])[CH2:17][CH2:16][CH2:15][CH2:14][CH2:13][CH2:12][CH2:11][CH2:10][C:9](=[O:25])[NH:33][CH2:34][CH2:35][CH2:36][O:37][CH2:38][CH2:39][CH2:40][CH2:41][O:42][CH2:43][CH2:44][CH2:45][NH:46][C:47](=[O:53])[CH2:48][CH2:49][C:50]([OH:52])=[O:51])([CH3:22])([CH3:23])[CH3:24], predict the reactants needed to synthesize it. The reactants are: O=C1CCC(=O)N1O[C:9](=[O:25])[CH2:10][CH2:11][CH2:12][CH2:13][CH2:14][CH2:15][CH2:16][CH2:17][C:18]([O:20][C:21]([CH3:24])([CH3:23])[CH3:22])=[O:19].C(OC([NH:33][CH2:34][CH2:35][CH2:36][O:37][CH2:38][CH2:39][CH2:40][CH2:41][O:42][CH2:43][CH2:44][CH2:45][NH:46][C:47](=[O:53])[CH2:48][CH2:49][C:50]([OH:52])=[O:51])=O)(C)(C)C. (5) Given the product [CH3:32][C:31]1[CH:26]=[CH:27][C:28]([C:35]2[CH:36]=[C:37]3[C:42](=[CH:43][CH:44]=2)[CH2:41][CH2:40][CH2:39][CH2:38]3)=[CH:29][CH:30]=1, predict the reactants needed to synthesize it. The reactants are: C1(P(C2CCCCC2)C2CCCCC2)CCCCC1.CCCCCC[CH2:26][CH2:27][CH2:28][CH2:29][CH2:30][CH2:31][CH3:32].CO[C:35]1[CH:36]=[C:37]2[C:42](=[CH:43][CH:44]=1)[CH2:41][CH2:40][CH2:39][CH2:38]2.O(C(C)C)C(C)C.C1(C)C(C2C(C)=CC=CC=2)=CC=CC=1.CC1C=C(O)C=CC=1. (6) The reactants are: Br[C:2]1[CH:11]=[C:10]2[C:5]([CH:6]=[CH:7][N:8]=[C:9]2[N:12]2[CH2:17][CH2:16][N:15]([C:18]([O:20][C:21]([CH3:24])([CH3:23])[CH3:22])=[O:19])[CH2:14][CH2:13]2)=[CH:4][CH:3]=1.[Cl:25][C:26]1[CH:27]=[C:28]([SH:33])[CH:29]=[CH:30][C:31]=1[Cl:32]. Given the product [C:21]([O:20][C:18]([N:15]1[CH2:16][CH2:17][N:12]([C:9]2[C:10]3[C:5](=[CH:4][CH:3]=[C:2]([S:33][C:28]4[CH:29]=[CH:30][C:31]([Cl:32])=[C:26]([Cl:25])[CH:27]=4)[CH:11]=3)[CH:6]=[CH:7][N:8]=2)[CH2:13][CH2:14]1)=[O:19])([CH3:24])([CH3:23])[CH3:22], predict the reactants needed to synthesize it. (7) Given the product [Cl:1][C:2]1[N:11]=[C:10]([N:13]2[CH2:18][CH2:17][O:16][CH2:15][CH2:14]2)[C:9]2[C:4](=[CH:5][CH:6]=[CH:7][CH:8]=2)[N:3]=1, predict the reactants needed to synthesize it. The reactants are: [Cl:1][C:2]1[N:11]=[C:10](Cl)[C:9]2[C:4](=[CH:5][CH:6]=[CH:7][CH:8]=2)[N:3]=1.[NH:13]1[CH2:18][CH2:17][O:16][CH2:15][CH2:14]1. (8) Given the product [CH3:20][O:19][C:13]1[CH:12]=[C:11]([C:9]2[N:10]=[C:5]3[CH:4]=[CH:3][C:2]([C:31]4[CH2:36][CH2:35][N:34]([C:37]([O:39][C:40]([CH3:43])([CH3:42])[CH3:41])=[O:38])[CH2:33][CH:32]=4)=[CH:22][N:6]3[C:7](=[O:21])[CH:8]=2)[CH:16]=[CH:15][C:14]=1[O:17][CH3:18], predict the reactants needed to synthesize it. The reactants are: Br[C:2]1[CH:3]=[CH:4][C:5]2[N:6]([CH:22]=1)[C:7](=[O:21])[CH:8]=[C:9]([C:11]1[CH:16]=[CH:15][C:14]([O:17][CH3:18])=[C:13]([O:19][CH3:20])[CH:12]=1)[N:10]=2.CC1(C)C(C)(C)OB([C:31]2[CH2:36][CH2:35][N:34]([C:37]([O:39][C:40]([CH3:43])([CH3:42])[CH3:41])=[O:38])[CH2:33][CH:32]=2)O1.C(=O)([O-])[O-].[K+].[K+].